From a dataset of Forward reaction prediction with 1.9M reactions from USPTO patents (1976-2016). Predict the product of the given reaction. (1) Given the reactants OS(O)(=O)=O.O[CH2:7][CH:8]([CH2:10]O)O.[Na+].[N+](C1C=C(S([O-])(=O)=O)C=CC=1)([O-])=O.[NH2:26][C:27]1[CH:32]=[CH:31][N:30]=[CH:29][CH:28]=1.[OH-].[Na+].Cl, predict the reaction product. The product is: [N:26]1[C:27]2[C:28](=[CH:29][N:30]=[CH:31][CH:32]=2)[CH:10]=[CH:8][CH:7]=1. (2) Given the reactants [H-].[Na+].[F:3][C:4]([F:18])([F:17])[C:5]1[CH:10]=[CH:9][N:8]=[C:7]([C:11]2[NH:12][O:13][C:14](=[O:16])[N:15]=2)[CH:6]=1.[CH3:19][C:20]1[CH:30]=[CH:29][C:23]([C:24]([O:26][CH2:27]Cl)=[O:25])=[CH:22][CH:21]=1.[Cl-].[NH4+], predict the reaction product. The product is: [CH3:19][C:20]1[CH:30]=[CH:29][C:23]([C:24]([O:26][CH2:27][N:15]2[C:14](=[O:16])[O:13][N:12]=[C:11]2[C:7]2[CH:6]=[C:5]([C:4]([F:3])([F:17])[F:18])[CH:10]=[CH:9][N:8]=2)=[O:25])=[CH:22][CH:21]=1. (3) Given the reactants [CH:1]1[C:9]2[C:8]3[CH:10]=[CH:11][CH:12]=[CH:13][C:7]=3[O:6][C:5]=2[CH:4]=[C:3]([S:14]([Cl:17])(=[O:16])=[O:15])[CH:2]=1.[Br:18]Br, predict the reaction product. The product is: [Br:18][C:11]1[CH:12]=[CH:13][C:7]2[O:6][C:5]3[CH:4]=[C:3]([S:14]([Cl:17])(=[O:16])=[O:15])[CH:2]=[CH:1][C:9]=3[C:8]=2[CH:10]=1. (4) The product is: [Br:28][CH2:23][C:22]([CH3:25])=[CH:21][CH2:20][CH2:19][C:18]([CH3:26])=[CH:17][CH2:16][C:4]1[C:5]([CH3:15])=[C:6]([O:13][CH3:14])[C:7]2[C:12](=[CH:11][CH:10]=[CH:9][CH:8]=2)[C:3]=1[O:2][CH3:1]. Given the reactants [CH3:1][O:2][C:3]1[C:12]2[C:7](=[CH:8][CH:9]=[CH:10][CH:11]=2)[C:6]([O:13][CH3:14])=[C:5]([CH3:15])[C:4]=1[CH2:16][CH:17]=[C:18]([CH3:26])[CH2:19][CH2:20][CH:21]=[C:22]([CH3:25])[CH2:23]O.P(Br)(Br)[Br:28], predict the reaction product. (5) Given the reactants [Br:1][C:2]1[CH:24]=[CH:23][C:5]([O:6][CH2:7][CH2:8][CH2:9][N:10]2[CH2:15][CH2:14][N:13](C(OC(C)(C)C)=O)[CH2:12][CH2:11]2)=[CH:4][CH:3]=1.Cl.C(OCC)(=O)C, predict the reaction product. The product is: [Br:1][C:2]1[CH:3]=[CH:4][C:5]([O:6][CH2:7][CH2:8][CH2:9][N:10]2[CH2:11][CH2:12][NH:13][CH2:14][CH2:15]2)=[CH:23][CH:24]=1. (6) The product is: [CH3:21][C:22]1[CH:29]=[CH:28][C:25]([CH2:26][N:9]2[C:8]([C:5]3[CH:4]=[CH:3][C:2]([CH3:1])=[CH:7][CH:6]=3)=[C:16]3[C:11]([CH:12]=[CH:13][CH:14]=[CH:15]3)=[N:10]2)=[CH:24][CH:23]=1. Given the reactants [CH3:1][C:2]1[CH:7]=[CH:6][C:5]([C:8]2[C:16]3[C:11](=[CH:12][CH:13]=[CH:14][CH:15]=3)[NH:10][N:9]=2)=[CH:4][CH:3]=1.CC[O-].[Na+].[CH3:21][C:22]1[CH:29]=[CH:28][C:25]([CH2:26]Cl)=[CH:24][CH:23]=1, predict the reaction product. (7) Given the reactants [CH2:1]([CH2:4]OC)OC.[CH:20]1[CH:25]=[CH:24][C:23](P([C:20]2[CH:25]=[CH:24][CH:23]=[CH:22][CH:21]=2)[C:20]2[CH:25]=[CH:24][CH:23]=[CH:22][CH:21]=2)=[CH:22][CH:21]=1.[C:26]([O-:29])([O-])=O.[Na+].[Na+].[C:32]1(B(O)O)[CH:37]=[CH:36][CH:35]=[CH:34][CH:33]=1, predict the reaction product. The product is: [C:32]1([C:24]2[C:25]3[CH:20]=[CH:21][CH:22]=[CH:1][C:4]=3[CH:26]([OH:29])[C:25]3[CH:24]=[CH:23][CH:22]=[CH:21][C:20]=3[CH:23]=2)[CH:37]=[CH:36][CH:35]=[CH:34][CH:33]=1. (8) The product is: [CH3:25][N:2]([CH3:1])[C:3]([CH2:5][C:6]1[C:15]2[C:10](=[CH:11][C:12]([O:16][CH2:17][C:18]3[CH:19]=[CH:20][CH:21]=[CH:22][CH:23]=3)=[CH:13][CH:14]=2)[O:9][CH2:8][CH:7]=1)=[O:4]. Given the reactants [CH3:1][N:2]([CH3:25])[C:3]([CH2:5][C:6]1[C:15]2[C:10](=[CH:11][C:12]([O:16][CH2:17][C:18]3[CH:23]=[CH:22][CH:21]=[CH:20][CH:19]=3)=[CH:13][CH:14]=2)[O:9][C:8](=O)[CH:7]=1)=[O:4].[H-].[H-].[H-].[H-].[Li+].[Al+3].C(OCC)(=O)C, predict the reaction product. (9) Given the reactants Br[C:2]1[C:3]([CH3:13])=[C:4]([NH:8][S:9]([CH3:12])(=[O:11])=[O:10])[CH:5]=[CH:6][CH:7]=1.[B:14]1([B:14]2[O:18][C:17]([CH3:20])([CH3:19])[C:16]([CH3:22])([CH3:21])[O:15]2)[O:18][C:17]([CH3:20])([CH3:19])[C:16]([CH3:22])([CH3:21])[O:15]1.C([O-])(=O)C.[K+].N#N, predict the reaction product. The product is: [CH3:13][C:3]1[C:2]([B:14]2[O:18][C:17]([CH3:20])([CH3:19])[C:16]([CH3:22])([CH3:21])[O:15]2)=[CH:7][CH:6]=[CH:5][C:4]=1[NH:8][S:9]([CH3:12])(=[O:11])=[O:10].